From a dataset of Full USPTO retrosynthesis dataset with 1.9M reactions from patents (1976-2016). Predict the reactants needed to synthesize the given product. (1) Given the product [CH2:1]([O:8][C:9](=[O:35])[C:10]([NH:12][C:13]1[CH:34]=[CH:33][C:16]([CH2:17][C@@H:18]([C:27]([OH:29])=[O:28])[NH:19][C:20]([O:22][C:23]([CH3:26])([CH3:25])[CH3:24])=[O:21])=[CH:15][CH:14]=1)=[O:11])[C:2]1[CH:7]=[CH:6][CH:5]=[CH:4][CH:3]=1, predict the reactants needed to synthesize it. The reactants are: [CH2:1]([O:8][C:9](=[O:35])[C:10]([NH:12][C:13]1[CH:34]=[CH:33][C:16]([CH2:17][C@@H:18]([C:27]([O:29]CC=C)=[O:28])[NH:19][C:20]([O:22][C:23]([CH3:26])([CH3:25])[CH3:24])=[O:21])=[CH:15][CH:14]=1)=[O:11])[C:2]1[CH:7]=[CH:6][CH:5]=[CH:4][CH:3]=1.N1CCOCC1. (2) Given the product [ClH:5].[ClH:6].[CH:9]([C@H:22]1[N:27]2[CH2:28][CH2:29][N:30]([S:2]([CH3:1])(=[O:4])=[O:3])[CH2:31][C@H:26]2[CH2:25][N:24]([CH2:32][C:33]2[CH:38]=[C:37]([N:39]3[C:43]([C:44]([F:47])([F:46])[F:45])=[N:42][N:41]=[N:40]3)[CH:36]=[CH:35][C:34]=2[O:48][CH3:49])[CH2:23]1)([C:10]1[CH:11]=[CH:12][CH:13]=[CH:14][CH:15]=1)[C:16]1[CH:21]=[CH:20][CH:19]=[CH:18][CH:17]=1, predict the reactants needed to synthesize it. The reactants are: [CH3:1][S:2]([Cl:5])(=[O:4])=[O:3].[ClH:6].Cl.Cl.[CH:9]([C@H:22]1[N:27]2[CH2:28][CH2:29][NH:30][CH2:31][C@H:26]2[CH2:25][N:24]([CH2:32][C:33]2[CH:38]=[C:37]([N:39]3[C:43]([C:44]([F:47])([F:46])[F:45])=[N:42][N:41]=[N:40]3)[CH:36]=[CH:35][C:34]=2[O:48][CH3:49])[CH2:23]1)([C:16]1[CH:21]=[CH:20][CH:19]=[CH:18][CH:17]=1)[C:10]1[CH:15]=[CH:14][CH:13]=[CH:12][CH:11]=1.C(N(CC)C(C)C)(C)C. (3) The reactants are: Cl[C:2]1[N:3]=[CH:4][CH:5]=[C:6]2[CH:10]=[C:9]([C:11]([NH:13][CH2:14][C:15]3[CH:20]=[CH:19][CH:18]=[CH:17][N:16]=3)=[O:12])[NH:8][C:7]=12.C(N(CC)CC)C. Given the product [N:16]1[CH:17]=[CH:18][CH:19]=[CH:20][C:15]=1[CH2:14][NH:13][C:11]([C:9]1[NH:8][C:7]2=[CH:2][N:3]=[CH:4][CH:5]=[C:6]2[CH:10]=1)=[O:12], predict the reactants needed to synthesize it. (4) Given the product [Br:1][C:2]1[CH:3]=[C:4]2[C:9](=[CH:10][CH:11]=1)[N:8]=[C:7]([O:20][CH3:19])[C:6]([C:13]([O:15][CH2:16][CH3:17])=[O:14])=[C:5]2[Cl:18], predict the reactants needed to synthesize it. The reactants are: [Br:1][C:2]1[CH:3]=[C:4]2[C:9](=[CH:10][CH:11]=1)[N:8]=[C:7](Cl)[C:6]([C:13]([O:15][CH2:16][CH3:17])=[O:14])=[C:5]2[Cl:18].[CH3:19][O-:20].[Na+]. (5) Given the product [CH2:1]([S:3]([C:6]1[N:7]=[N:59][C:9]([C:8]2[CH:15]=[CH:16][C:17]([C:20]3[O:21][C:22]([CH3:32])=[C:23]([CH2:25][CH2:26][N:36]4[CH2:37][CH2:39][CH2:40][CH:41]4[CH3:42])[N:24]=3)=[CH:18][CH:19]=2)=[CH:10][CH:11]=1)(=[O:5])=[O:4])[CH3:2], predict the reactants needed to synthesize it. The reactants are: [CH2:1]([S:3]([C:6]1[CH:11]=[CH:10][C:9](I)=[CH:8][N:7]=1)(=[O:5])=[O:4])[CH3:2].BrC1[CH:19]=[CH:18][C:17]([C:20]2[O:21][C:22]([CH3:32])=[C:23]([CH2:25][CH2:26]OS(C)(=O)=O)[N:24]=2)=[CH:16][CH:15]=1.CC1O[C:37]([C:39]2C=C[C:42](B3OC(C)(C)C(C)(C)O3)=[CH:41][CH:40]=2)=[N:36]C=1CCO.ClC1[N:59]=NC(Cl)=CC=1. (6) Given the product [CH2:1]([O:3][C:4](=[O:17])[NH:5][C:6]1[C:15]([Cl:16])=[CH:14][C:13]2[C:8](=[CH:9][CH:10]=[CH:11][CH:12]=2)[C:7]=1[F:19])[CH3:2], predict the reactants needed to synthesize it. The reactants are: [CH2:1]([O:3][C:4](=[O:17])[NH:5][C:6]1[C:15]([Cl:16])=[CH:14][C:13]2[C:8](=[CH:9][CH:10]=[CH:11][CH:12]=2)[CH:7]=1)[CH3:2].[B-](F)(F)(F)[F:19].[B-](F)(F)(F)F.C1[N+]2(CCl)CC[N+](F)(CC2)C1. (7) Given the product [CH2:17]([O:24][C:25]1[CH:34]=[C:33]2[C:28]([C:29]([O:15][C:12]3[CH:13]=[CH:14][C:9]([NH2:8])=[C:10]([Cl:16])[CH:11]=3)=[CH:30][CH:31]=[N:32]2)=[CH:27][C:26]=1[O:36][CH3:37])[C:18]1[CH:19]=[CH:20][CH:21]=[CH:22][CH:23]=1, predict the reactants needed to synthesize it. The reactants are: [H-].[Na+].CS(C)=O.Cl.[NH2:8][C:9]1[CH:14]=[CH:13][C:12]([OH:15])=[CH:11][C:10]=1[Cl:16].[CH2:17]([O:24][C:25]1[CH:34]=[C:33]2[C:28]([C:29](Cl)=[CH:30][CH:31]=[N:32]2)=[CH:27][C:26]=1[O:36][CH3:37])[C:18]1[CH:23]=[CH:22][CH:21]=[CH:20][CH:19]=1. (8) Given the product [F:1][C:2]1[CH:7]=[CH:6][CH:5]=[CH:4][C:3]=1[NH:8][C:9]1[O:13][C:12]([C:14]([NH:16][CH:17]2[CH2:18][CH2:19][N:20]([C:24]3[CH:33]=[CH:32][C:27]([C:28]([O:30][CH3:31])=[O:29])=[CH:26][N:25]=3)[CH2:21][CH2:22]2)=[O:15])=[N:11][N:10]=1, predict the reactants needed to synthesize it. The reactants are: [F:1][C:2]1[CH:7]=[CH:6][CH:5]=[CH:4][C:3]=1[NH:8][C:9]1[O:13][C:12]([C:14]([NH:16][CH:17]2[CH2:22][CH2:21][NH:20][CH2:19][CH2:18]2)=[O:15])=[N:11][N:10]=1.Cl[C:24]1[CH:33]=[CH:32][C:27]([C:28]([O:30][CH3:31])=[O:29])=[CH:26][N:25]=1.